From a dataset of NCI-60 drug combinations with 297,098 pairs across 59 cell lines. Regression. Given two drug SMILES strings and cell line genomic features, predict the synergy score measuring deviation from expected non-interaction effect. (1) Drug 1: C1CCN(CC1)CCOC2=CC=C(C=C2)C(=O)C3=C(SC4=C3C=CC(=C4)O)C5=CC=C(C=C5)O. Drug 2: CC1=C(C(=CC=C1)Cl)NC(=O)C2=CN=C(S2)NC3=CC(=NC(=N3)C)N4CCN(CC4)CCO. Cell line: CAKI-1. Synergy scores: CSS=62.4, Synergy_ZIP=2.99, Synergy_Bliss=0.844, Synergy_Loewe=-35.1, Synergy_HSA=2.41. (2) Drug 1: CCC1=C2CN3C(=CC4=C(C3=O)COC(=O)C4(CC)O)C2=NC5=C1C=C(C=C5)O. Drug 2: C1=CN(C=N1)CC(O)(P(=O)(O)O)P(=O)(O)O. Cell line: NCI-H226. Synergy scores: CSS=0.353, Synergy_ZIP=-1.37, Synergy_Bliss=0.414, Synergy_Loewe=-2.77, Synergy_HSA=-0.500.